Dataset: Reaction yield outcomes from USPTO patents with 853,638 reactions. Task: Predict the reaction yield, written as a fraction of the theoretical maximum amount of product (1.0 means a 100% yield; for example, 0.34 means a 34% yield). (1) The reactants are [OH:1][CH2:2][C:3]1[CH:8]=[CH:7][C:6]([CH2:9][C:10](O)=O)=[CH:5][CH:4]=1.[NH2:13][C:14]1[CH:19]=[CH:18][CH:17]=[CH:16][C:15]=1[SH:20]. No catalyst specified. The product is [S:20]1[C:15]2[CH:16]=[CH:17][CH:18]=[CH:19][C:14]=2[N:13]=[C:10]1[CH2:9][C:6]1[CH:7]=[CH:8][C:3]([CH2:2][OH:1])=[CH:4][CH:5]=1. The yield is 0.140. (2) The reactants are [N:1]1([C:5]([C:7]2[N:8]=[CH:9][C:10]([O:13][C:14]3[CH:15]=[C:16]([CH:20]=[C:21]([O:23][C@@H:24]([CH3:28])[CH2:25][O:26][CH3:27])[CH:22]=3)[C:17]([OH:19])=O)=[N:11][CH:12]=2)=[O:6])[CH2:4][CH2:3][CH2:2]1.[CH3:29][C:30]1[N:31]=[CH:32][C:33]([NH2:36])=[N:34][CH:35]=1.CC1CCCO1.CN1CCOCC1.CCCP1(OP(CCC)(=O)OP(CCC)(=O)O1)=O. The catalyst is O. The product is [N:1]1([C:5]([C:7]2[N:8]=[CH:9][C:10]([O:13][C:14]3[CH:15]=[C:16]([CH:20]=[C:21]([O:23][C@@H:24]([CH3:28])[CH2:25][O:26][CH3:27])[CH:22]=3)[C:17]([NH:36][C:33]3[CH:32]=[N:31][C:30]([CH3:29])=[CH:35][N:34]=3)=[O:19])=[N:11][CH:12]=2)=[O:6])[CH2:4][CH2:3][CH2:2]1. The yield is 0.850. (3) The reactants are [CH2:1]([C:11]1[C:15]2[S:16][C:17]3[C:21]4[S:22][C:23](C(O)=O)=[C:24]([CH2:25][CH2:26][CH2:27][CH2:28][CH2:29][CH2:30][CH2:31][CH2:32][CH2:33][CH3:34])[C:20]=4[S:19][C:18]=3[C:14]=2[S:13][C:12]=1C(O)=O)[CH2:2][CH2:3][CH2:4][CH2:5][CH2:6][CH2:7][CH2:8][CH2:9][CH3:10].C(=O)=O.CCCCCC. The catalyst is N1C2C(=CC=CC=2)C=CC=1.[Cu]. The product is [CH2:25]([C:24]1[C:20]2[S:19][C:18]3[C:14]4[S:13][CH:12]=[C:11]([CH2:1][CH2:2][CH2:3][CH2:4][CH2:5][CH2:6][CH2:7][CH2:8][CH2:9][CH3:10])[C:15]=4[S:16][C:17]=3[C:21]=2[S:22][CH:23]=1)[CH2:26][CH2:27][CH2:28][CH2:29][CH2:30][CH2:31][CH2:32][CH2:33][CH3:34]. The yield is 0.606. (4) The reactants are C([CH:8]([NH2:32])[C:9]1[CH:31]=[CH:30][C:12]([C:13]([NH:15][C:16]2[CH:21]=[CH:20][CH:19]=[CH:18][C:17]=2[NH:22]C(=O)OC(C)(C)C)=[O:14])=[CH:11][CH:10]=1)(OC(C)(C)C)=O.C(Cl)Cl.C(O)(C(F)(F)F)=O. No catalyst specified. The product is [NH2:32][CH2:8][C:9]1[CH:10]=[CH:11][C:12]([C:13]([NH:15][C:16]2[CH:21]=[CH:20][CH:19]=[CH:18][C:17]=2[NH2:22])=[O:14])=[CH:30][CH:31]=1. The yield is 1.00. (5) The reactants are [Cl:1][C:2]1[CH:3]=[C:4]([CH:8]2[CH:12]3[CH2:13][CH2:14][CH2:15][CH2:16][CH:11]3[O:10][CH:9]2O)[CH:5]=[CH:6][CH:7]=1.[N:18]1(C(OC(C)(C)C)=O)[CH2:23][CH2:22][NH:21][CH2:20][CH2:19]1.C(O[BH-](OC(=O)C)OC(=O)C)(=O)C.[Na+]. The catalyst is ClC(Cl)C.C(Cl)Cl. The product is [ClH:1].[ClH:1].[Cl:1][C:2]1[CH:3]=[C:4]([CH:8]([CH:12]2[CH2:13][CH2:14][CH2:15][CH2:16][CH:11]2[OH:10])[CH2:9][N:18]2[CH2:23][CH2:22][NH:21][CH2:20][CH2:19]2)[CH:5]=[CH:6][CH:7]=1. The yield is 0.830.